This data is from Catalyst prediction with 721,799 reactions and 888 catalyst types from USPTO. The task is: Predict which catalyst facilitates the given reaction. Product: [Cl:1][C:2]1[CH:8]=[C:7]([O:9][C:10]2[C:11]3[N:18]([CH2:19][CH3:20])[CH:17]=[CH:16][C:12]=3[N:13]=[CH:14][N:15]=2)[CH:6]=[CH:5][C:3]=1[NH:4][C:37]([NH:36][C:32]1[CH:33]=[CH:34][CH:35]=[C:30]([C:29]([F:28])([F:39])[F:40])[CH:31]=1)=[O:38]. Reactant: [Cl:1][C:2]1[CH:8]=[C:7]([O:9][C:10]2[C:11]3[N:18]([CH2:19][CH3:20])[CH:17]=[CH:16][C:12]=3[N:13]=[CH:14][N:15]=2)[CH:6]=[CH:5][C:3]=1[NH2:4].C(N(CC)CC)C.[F:28][C:29]([F:40])([F:39])[C:30]1[CH:31]=[C:32]([N:36]=[C:37]=[O:38])[CH:33]=[CH:34][CH:35]=1. The catalyst class is: 7.